Dataset: Reaction yield outcomes from USPTO patents with 853,638 reactions. Task: Predict the reaction yield, written as a fraction of the theoretical maximum amount of product (1.0 means a 100% yield; for example, 0.34 means a 34% yield). (1) The catalyst is O1CCCC1. The yield is 0.700. The product is [CH2:2]([N:5]1[C@@H:10]([CH3:11])[CH2:9][N:8]([C@@H:12]([C:25]2[CH:30]=[CH:29][CH:28]=[C:27]([OH:31])[CH:26]=2)[C:13]2[CH:14]=[CH:15][C:16]([S:19]([N:22]([CH3:24])[CH3:23])(=[O:20])=[O:21])=[CH:17][CH:18]=2)[C@H:7]([CH3:39])[CH2:6]1)[CH:3]=[CH2:4]. The reactants are Cl.[CH2:2]([N:5]1[C@@H:10]([CH3:11])[CH2:9][N:8]([C@@H:12]([C:25]2[CH:30]=[CH:29][CH:28]=[C:27]([O:31][Si](C(C)(C)C)(C)C)[CH:26]=2)[C:13]2[CH:18]=[CH:17][C:16]([S:19]([N:22]([CH3:24])[CH3:23])(=[O:21])=[O:20])=[CH:15][CH:14]=2)[C@H:7]([CH3:39])[CH2:6]1)[CH:3]=[CH2:4].O. (2) The reactants are [NH:1]([C:3]1[CH:4]=[C:5]([C:12]([OH:14])=[O:13])[CH:6]=[C:7]([C:9]([OH:11])=[O:10])[CH:8]=1)N.[CH:15]([C:18]([CH3:20])=O)([CH3:17])[CH3:16]. The catalyst is C(O)(=O)C. The product is [CH3:20][C:18]1[C:15]([CH3:17])([CH3:16])[C:4]2[C:3](=[CH:8][C:7]([C:9]([OH:11])=[O:10])=[CH:6][C:5]=2[C:12]([OH:14])=[O:13])[N:1]=1. The yield is 0.955. (3) The reactants are [C:1]([C:5]1[CH:6]=[C:7]2[C:12](=[C:13]([F:15])[CH:14]=1)[C:11](=[O:16])[N:10]([CH2:17][C:18]1[CH:23]=[CH:22][C:21]([C:24]3[CH:29]=[C:28](Cl)[N:27]=[C:26]([Cl:31])[CH:25]=3)=[CH:20][C:19]=1[F:32])[N:9]=[CH:8]2)([CH3:4])([CH3:3])[CH3:2].[CH3:33][N:34]1[CH:38]=[C:37](B2OC(C)(C)C(C)(C)O2)[CH:36]=[N:35]1.C([O-])([O-])=O.[K+].[K+]. The catalyst is C1C=CC([P]([Pd]([P](C2C=CC=CC=2)(C2C=CC=CC=2)C2C=CC=CC=2)([P](C2C=CC=CC=2)(C2C=CC=CC=2)C2C=CC=CC=2)[P](C2C=CC=CC=2)(C2C=CC=CC=2)C2C=CC=CC=2)(C2C=CC=CC=2)C2C=CC=CC=2)=CC=1.CN(C=O)C. The product is [C:1]([C:5]1[CH:6]=[C:7]2[C:12](=[C:13]([F:15])[CH:14]=1)[C:11](=[O:16])[N:10]([CH2:17][C:18]1[CH:23]=[CH:22][C:21]([C:24]3[CH:29]=[C:28]([C:37]4[CH:36]=[N:35][N:34]([CH3:33])[CH:38]=4)[N:27]=[C:26]([Cl:31])[CH:25]=3)=[CH:20][C:19]=1[F:32])[N:9]=[CH:8]2)([CH3:3])([CH3:4])[CH3:2]. The yield is 0.370. (4) The catalyst is ClCCl. The yield is 0.920. The reactants are [CH2:1]([O:8][C@@H:9]1[CH2:13][C@H:12]([OH:14])[C@@H:11]([C:15]2[N:19]([CH3:20])[N:18]=[CH:17][CH:16]=2)[CH2:10]1)[C:2]1[CH:7]=[CH:6][CH:5]=[CH:4][CH:3]=1.C(N(CC)CC)C.[C:28](Cl)(=[O:35])[C:29]1[CH:34]=[CH:33][CH:32]=[CH:31][CH:30]=1.O. The product is [C:28]([O:14][C@H:12]1[CH2:13][C@@H:9]([O:8][CH2:1][C:2]2[CH:3]=[CH:4][CH:5]=[CH:6][CH:7]=2)[CH2:10][C@@H:11]1[C:15]1[N:19]([CH3:20])[N:18]=[CH:17][CH:16]=1)(=[O:35])[C:29]1[CH:34]=[CH:33][CH:32]=[CH:31][CH:30]=1. (5) The reactants are C([O:3][C:4]([C:6]1[S:10][C:9]([CH3:11])=[N:8][C:7]=1[C:12]1[CH:17]=[CH:16][CH:15]=[CH:14][C:13]=1[CH3:18])=[O:5])C.[OH-].[K+]. The catalyst is CO. The product is [CH3:11][C:9]1[S:10][C:6]([C:4]([OH:5])=[O:3])=[C:7]([C:12]2[CH:17]=[CH:16][CH:15]=[CH:14][C:13]=2[CH3:18])[N:8]=1. The yield is 0.810. (6) The reactants are [Br:1][C:2]1[C:3](=[O:19])[NH:4][C:5](C)=[CH:6][C:7]=1[O:8][CH2:9][C:10]1[CH:15]=[CH:14][C:13](F)=[CH:12][C:11]=1F.Br[CH2:21][C:22]1[CH:27]=[CH:26][C:25]([CH2:28][C:29]([OH:31])=[O:30])=[CH:24][CH:23]=1.C([O-])([O-])=O.[K+].[K+]. The catalyst is CN(C)C=O. The product is [CH2:9]([O:8][C:7]1[CH:6]=[CH:5][N:4]([CH2:21][C:22]2[CH:23]=[CH:24][C:25]([CH2:28][C:29]([OH:31])=[O:30])=[CH:26][CH:27]=2)[C:3](=[O:19])[C:2]=1[Br:1])[C:10]1[CH:11]=[CH:12][CH:13]=[CH:14][CH:15]=1. The yield is 0.0300. (7) The reactants are [CH3:1][C:2]1[S:6][C:5]([C:7]([O:9][CH3:10])=[O:8])=[CH:4][C:3]=1[C:11]1[N:15]([CH3:16])[N:14]=[CH:13][CH:12]=1.C1C(=O)N([Br:24])C(=O)C1. The catalyst is O1CCCC1. The product is [Br:24][C:12]1[CH:13]=[N:14][N:15]([CH3:16])[C:11]=1[C:3]1[CH:4]=[C:5]([C:7]([O:9][CH3:10])=[O:8])[S:6][C:2]=1[CH3:1]. The yield is 0.780.